This data is from Reaction yield outcomes from USPTO patents with 853,638 reactions. The task is: Predict the reaction yield, written as a fraction of the theoretical maximum amount of product (1.0 means a 100% yield; for example, 0.34 means a 34% yield). (1) The reactants are Cl.[N+:2]([C:5]1[CH:10]=[CH:9][C:8]([O:11][C:12](=[O:26])[NH:13][C:14]2[CH:19]=[CH:18][C:17]([N:20]3[CH2:25][CH2:24][O:23][CH2:22][CH2:21]3)=[CH:16][CH:15]=2)=[CH:7][CH:6]=1)([O-:4])=[O:3]. The catalyst is O. The product is [N+:2]([C:5]1[CH:6]=[CH:7][C:8]([O:11][C:12](=[O:26])[NH:13][C:14]2[CH:15]=[CH:16][C:17]([N:20]3[CH2:21][CH2:22][O:23][CH2:24][CH2:25]3)=[CH:18][CH:19]=2)=[CH:9][CH:10]=1)([O-:4])=[O:3]. The yield is 0.500. (2) The reactants are P(Cl)(Cl)(Cl)=O.[F:6][C:7]1[CH:8]=[C:9]2[C:15]([C:16]3[N:17]=[N:18][C:19]([C:23]([CH3:29])([CH3:28])[C:24]([O:26]C)=O)=[C:20](O)[N:21]=3)=[N:14][N:13]([CH2:30][C:31]3[C:36]([F:37])=[CH:35][CH:34]=[C:33]([F:38])[C:32]=3[F:39])[C:10]2=[N:11][CH:12]=1.[NH3:40]. The catalyst is C(#N)C. The product is [F:6][C:7]1[CH:8]=[C:9]2[C:15]([C:16]3[N:17]=[N:18][C:19]4[C:23]([CH3:29])([CH3:28])[C:24](=[O:26])[NH:40][C:20]=4[N:21]=3)=[N:14][N:13]([CH2:30][C:31]3[C:36]([F:37])=[CH:35][CH:34]=[C:33]([F:38])[C:32]=3[F:39])[C:10]2=[N:11][CH:12]=1. The yield is 0.700. (3) The reactants are C(OC([NH:11][C@H:12]([CH2:16][O:17][CH:18]([CH3:21])[CH2:19][Cl:20])[C:13]([OH:15])=[O:14])=O)C1C=CC=CC=1. The catalyst is CO.[Pd]. The product is [NH2:11][C@H:12]([CH2:16][O:17][CH:18]([CH3:21])[CH2:19][Cl:20])[C:13]([OH:15])=[O:14]. The yield is 0.960. (4) The reactants are C(O)(=O)C(O)=O.[CH3:7][O:8][CH2:9][CH2:10][NH:11][NH2:12].[CH3:13][C:14]([CH3:21])([CH3:20])[C:15](=O)[CH2:16][C:17]#[N:18]. The catalyst is C(O)C. The product is [C:14]([C:15]1[CH:16]=[C:17]([NH2:18])[N:11]([CH2:10][CH2:9][O:8][CH3:7])[N:12]=1)([CH3:21])([CH3:20])[CH3:13]. The yield is 0.980.